This data is from NCI-60 drug combinations with 297,098 pairs across 59 cell lines. The task is: Regression. Given two drug SMILES strings and cell line genomic features, predict the synergy score measuring deviation from expected non-interaction effect. Drug 2: CC12CCC3C(C1CCC2OP(=O)(O)O)CCC4=C3C=CC(=C4)OC(=O)N(CCCl)CCCl.[Na+]. Synergy scores: CSS=10.4, Synergy_ZIP=7.04, Synergy_Bliss=2.51, Synergy_Loewe=3.25, Synergy_HSA=3.25. Drug 1: CCC1(CC2CC(C3=C(CCN(C2)C1)C4=CC=CC=C4N3)(C5=C(C=C6C(=C5)C78CCN9C7C(C=CC9)(C(C(C8N6C=O)(C(=O)OC)O)OC(=O)C)CC)OC)C(=O)OC)O.OS(=O)(=O)O. Cell line: MOLT-4.